From a dataset of Reaction yield outcomes from USPTO patents with 853,638 reactions. Predict the reaction yield, written as a fraction of the theoretical maximum amount of product (1.0 means a 100% yield; for example, 0.34 means a 34% yield). The reactants are [NH2:1][C:2]1[O:3][C:4]2[C:9]([CH:10]([C:14]3[CH:19]=[C:18]([O:20][CH3:21])[C:17]([O:22][CH3:23])=[C:16]([Br:24])[CH:15]=3)[C:11]=1[C:12]#[N:13])=[CH:8][CH:7]=[C:6]1[C:25]([NH2:29])=[CH:26][CH:27]=[CH:28][C:5]=21.[C:30](OC(=O)C)(=[O:32])[CH3:31]. The catalyst is N1C=CC=CC=1.O. The product is [NH2:1][C:2]1[O:3][C:4]2[C:9]([CH:10]([C:14]3[CH:19]=[C:18]([O:20][CH3:21])[C:17]([O:22][CH3:23])=[C:16]([Br:24])[CH:15]=3)[C:11]=1[C:12]#[N:13])=[CH:8][CH:7]=[C:6]1[C:25]([NH:29][C:30](=[O:32])[CH3:31])=[CH:26][CH:27]=[CH:28][C:5]=21. The yield is 0.930.